From a dataset of Forward reaction prediction with 1.9M reactions from USPTO patents (1976-2016). Predict the product of the given reaction. (1) Given the reactants [C:1]([O:5][C:6]([N:8]1[CH2:13][CH2:12][CH:11]([CH:14]=[CH:15][C:16]2[O:17][C:18]3[CH:24]=[CH:23][C:22]([S:25][CH3:26])=[CH:21][C:19]=3[CH:20]=2)[CH2:10][CH2:9]1)=[O:7])([CH3:4])([CH3:3])[CH3:2].C1C=C(Cl)C=C(C(OO)=[O:35])C=1.C([O-])(O)=O.[Na+], predict the reaction product. The product is: [C:1]([O:5][C:6]([N:8]1[CH2:13][CH2:12][CH:11]([CH:14]=[CH:15][C:16]2[O:17][C:18]3[CH:24]=[CH:23][C:22]([S:25]([CH3:26])=[O:35])=[CH:21][C:19]=3[CH:20]=2)[CH2:10][CH2:9]1)=[O:7])([CH3:4])([CH3:3])[CH3:2]. (2) The product is: [Br:19][C:20]1[N:21]=[CH:22][C:23]([NH:1][C:2]2[S:6][N:5]=[C:4]([CH3:7])[C:3]=2[C:8]([NH:10][C:11]2[CH:16]=[CH:15][C:14]([F:17])=[C:13]([F:18])[CH:12]=2)=[O:9])=[N:24][CH:25]=1. Given the reactants [NH2:1][C:2]1[S:6][N:5]=[C:4]([CH3:7])[C:3]=1[C:8]([NH:10][C:11]1[CH:16]=[CH:15][C:14]([F:17])=[C:13]([F:18])[CH:12]=1)=[O:9].[Br:19][C:20]1[CH:25]=[N:24][C:23](Br)=[CH:22][N:21]=1.C(=O)([O-])[O-].[Cs+].[Cs+].CC1(C)C2C(=C(P(C3C=CC=CC=3)C3C=CC=CC=3)C=CC=2)OC2C(P(C3C=CC=CC=3)C3C=CC=CC=3)=CC=CC1=2, predict the reaction product. (3) Given the reactants [CH3:1][C:2]1[C:6](B(O)O)=[C:5]([CH3:10])[O:4][N:3]=1.[NH2:11][C:12]1[N:13]=[C:14]([N:23]2[CH2:28][CH2:27][N:26]([C:29](=[O:39])[CH2:30][O:31][C:32]3[CH:37]=[CH:36][C:35]([Cl:38])=[CH:34][CH:33]=3)[CH2:25][CH2:24]2)[C:15]2[N:21]=[C:20](Cl)[CH:19]=[CH:18][C:16]=2[N:17]=1, predict the reaction product. The product is: [NH2:11][C:12]1[N:13]=[C:14]([N:23]2[CH2:24][CH2:25][N:26]([C:29](=[O:39])[CH2:30][O:31][C:32]3[CH:37]=[CH:36][C:35]([Cl:38])=[CH:34][CH:33]=3)[CH2:27][CH2:28]2)[C:15]2[N:21]=[C:20]([C:6]3[C:2]([CH3:1])=[N:3][O:4][C:5]=3[CH3:10])[CH:19]=[CH:18][C:16]=2[N:17]=1. (4) Given the reactants [H-].[Na+].[Br:3][C:4]1[CH:5]=[C:6]([NH2:13])[C:7]2[CH:8]=[N:9][NH:10][C:11]=2[CH:12]=1.[C:14]1([S:20](Cl)(=[O:22])=[O:21])[CH:19]=[CH:18][CH:17]=[CH:16][CH:15]=1, predict the reaction product. The product is: [Br:3][C:4]1[CH:5]=[C:6]([NH2:13])[C:7]2[CH:8]=[N:9][N:10]([S:20]([C:14]3[CH:19]=[CH:18][CH:17]=[CH:16][CH:15]=3)(=[O:22])=[O:21])[C:11]=2[CH:12]=1. (5) Given the reactants [Cl:1][C:2]1[CH:10]=[C:9]2[C:5]([CH2:6][C:7](=[O:11])[NH:8]2)=[CH:4][CH:3]=1.[CH3:12][C:13]([CH3:17])([CH3:16])[CH:14]=O.N1CCCC1, predict the reaction product. The product is: [Cl:1][C:2]1[CH:10]=[C:9]2[C:5](/[C:6](=[CH:12]\[C:13]([CH3:17])([CH3:16])[CH3:14])/[C:7](=[O:11])[NH:8]2)=[CH:4][CH:3]=1. (6) Given the reactants [OH:1][C:2]1[C:3](=[O:13])[C:4]2[C:9]([C:10](=[O:12])[CH:11]=1)=[CH:8][CH:7]=[CH:6][CH:5]=2.[H-].[Li+].[H][H].[CH2:18](Br)[C:19](=[CH2:21])[CH3:20].[Li+].[I-].Cl.[CH3:26]S(C)=O, predict the reaction product. The product is: [CH3:20][C:19]([CH3:18])=[CH:21][CH2:26][C:11]1[C:10](=[O:12])[C:9]2[CH:8]=[CH:7][CH:6]=[CH:5][C:4]=2[C:3](=[O:13])[C:2]=1[OH:1]. (7) Given the reactants [Cl:1][C:2]1[CH:11]=[CH:10][CH:9]=[C:8]2[C:3]=1[N:4]=[CH:5][C:6](=O)[NH:7]2.P(Cl)(Cl)([Cl:15])=O, predict the reaction product. The product is: [Cl:15][C:6]1[CH:5]=[N:4][C:3]2[C:8](=[CH:9][CH:10]=[CH:11][C:2]=2[Cl:1])[N:7]=1.